From a dataset of Drug-target binding data from BindingDB using IC50 measurements. Regression. Given a target protein amino acid sequence and a drug SMILES string, predict the binding affinity score between them. We predict pIC50 (pIC50 = -log10(IC50 in M); higher means more potent). Dataset: bindingdb_ic50. (1) The small molecule is Cc1onc(-c2ccccc2Cl)c1C(=O)N1CCN(c2ccc([N+](=O)[O-])cc2)CC1. The target protein (P15682) has sequence MATKGTKRSYEQMETDGERQNATEIRASVGKMIGGIGRFYIQMCTELKLSDYEGRLIQNSLTIERMVLSAFDERRNKYLEEHPSAGKDPKKTGGPIYRRVDGKWMRELILYDKEEIRRIWRQANNGDDATAGLTHMMIWHSNLNDATYQRTRALVRTGMDPRMCSLMQGSTLPRRSGAAGAAVKGVGTMVMELIRMIKRGINDRNFWRGENGRRTRIAYERMCNILKGKFQTAAQRAMVDQVRESRNPGNAEFEDLIFLARSALILRGSVAHKSCLPACVYGPAVASGYDFEREGYSLVGIDPFRLLQNSQVYSLIRPNENPAHKSQLVWMACHSAAFEDLRVSSFIRGTKVVPRGKLSTRGVQIASNENMETMESSTLELRSRYWAIRTRSGGNTNQQRASSGQISIQPTFSVQRNLPFDRPTIMAAFTGNTEGRTSDMRTEIIRLMESARPEDVSFQGRGVFELSDEKAASPIVPSFDMSNEGSYFFGDNAEEYDN. The pIC50 is 6.5. (2) The small molecule is OCCN1CCN(CCCN2c3ccccc3Sc3ccc(Cl)cc32)CC1. The target protein (O54754) has sequence MDPIQLLFYVNGQKVVEKNVDPEMMLLPYLRKNLRLTGTKYGCGGGGCGACTVMISRYNPSTKAIRHHPVNACLTPICSLHGTAVTTVEGLGNTRTRLHPIQERIAKCHGTQCGFCTPGMVMSMYALLRNHPEPTLDQLTDALGGNLCRCTGYRPIIDACKTFCKASACCQSKENGVCCLDQEINGLAESQEEDKTSPELFSEEEFLPLDPTQELIFPPELMRIAEKQPPKTRVFYGERVTWISPVTLKELVEAKFKYPQAPIVMGYTSVGPEVKFKGVFHPIIISPDRIEELGVISQARDGLTLGAGLSLDQVKDILADIVQKLPEEKTQTYRALLKHLRTLAGSQIRNMASLGGHIVSRHLDSDLNPLLAVGNCTLNLLSKDGERRIPLSEEFLRKCPEADLKPQEVLVSVNIPWSRKWEFVSAFRQAQRQQNALAIVNSGMRVLFREGGGVIEELSILYGGVGSTIISAKNSCQRLIGRPWNEGMLDTRCRLVLDEV.... The pIC50 is 5.2. (3) The compound is COc1cc2c(cc1OC)C1CC(=O)C(CC(C)C)CN1CC2. The target protein sequence is MALSDLVLLRWLRDSRHSRKLILFIVFLALLLDNMLLTVVVPIIPSYLYSIKHEKNSTEIQTTRPELVVSTSESIFSYYNNSTVLITGNATGTLPGGQSHKATSTQHTVANTTVPSDCPSEDRDLLNENVQVGLLFASKATVQLLTNPFIGLLTNRIGYPIPMFAGFCIMFISTVMFAFSSSYAFLLIARSLQGIGSSCSSVAGMGMLASVYTDDEERGKPMGIALGGLAMGVLVGPPFGSVLYEFVGKTAPFLVLAALVLLDGAIQLFVLQPSRVQPESQKGTPLTTLLKDPYILIAAGSICFANMGIAMLEGALPIWMMETMCSRKWQLGVAFLPASISYLIGTNIFGILAHKMGRWLCALLGMVIVGISILCIPFAKNIYGLIAPNFGVGFAIGMVDSSMMPIMGYLVDLRHVSVYGSVYAIADVAFCMGYAIGPSAGGAIAKAIGFPWLMTIIGIIDIAFAPLCFFLRSPPAKEEKMAILMDHNCPIKRKMYTQNN.... The pIC50 is 6.7.